Dataset: Forward reaction prediction with 1.9M reactions from USPTO patents (1976-2016). Task: Predict the product of the given reaction. (1) The product is: [CH3:1][O:2][C:3]1[CH:4]=[C:5]2[C:9](=[CH:10][CH:11]=1)[CH2:8][C@H:7]([N:12]1[CH2:21][C:20]3[C:15](=[CH:16][C:17]([C:22]([F:25])([F:23])[F:24])=[CH:18][CH:19]=3)[N:14]=[C:13]1[NH2:26])[CH2:6]2.[CH3:1][O:2][C:3]1[CH:4]=[C:5]2[C:9](=[CH:10][CH:11]=1)[CH2:8][C@@H:7]([N:12]1[CH2:21][C:20]3[C:15](=[CH:16][C:17]([C:22]([F:25])([F:23])[F:24])=[CH:18][CH:19]=3)[N:14]=[C:13]1[NH2:26])[CH2:6]2. Given the reactants [CH3:1][O:2][C:3]1[CH:4]=[C:5]2[C:9](=[CH:10][CH:11]=1)[CH2:8][CH:7]([N:12]1[CH2:21][C:20]3[C:15](=[CH:16][C:17]([C:22]([F:25])([F:24])[F:23])=[CH:18][CH:19]=3)[N:14]=[C:13]1[NH2:26])[CH2:6]2, predict the reaction product. (2) Given the reactants [CH:1]1[C:13]2[CH:12]([CH2:14][O:15][C:16]([N:18]3[CH2:23][C@@H:22]([C:24](=[O:47])[NH:25][CH2:26][C:27]4([CH2:41][CH2:42][CH2:43][CH2:44][O:45][CH3:46])[C:40]5[CH:39]=[CH:38][CH:37]=[CH:36][C:35]=5[O:34][C:33]5[C:28]4=[CH:29][CH:30]=[CH:31][CH:32]=5)[CH2:21][C@@H:20]([NH2:48])[CH2:19]3)=[O:17])[C:11]3[C:6](=[CH:7][CH:8]=[CH:9][CH:10]=3)[C:5]=2[CH:4]=[CH:3][CH:2]=1.C([BH3-])#N.[Na+].[CH:53](=O)[CH3:54], predict the reaction product. The product is: [CH:1]1[C:13]2[CH:12]([CH2:14][O:15][C:16]([N:18]3[CH2:23][C@@H:22]([C:24](=[O:47])[NH:25][CH2:26][C:27]4([CH2:41][CH2:42][CH2:43][CH2:44][O:45][CH3:46])[C:40]5[CH:39]=[CH:38][CH:37]=[CH:36][C:35]=5[O:34][C:33]5[C:28]4=[CH:29][CH:30]=[CH:31][CH:32]=5)[CH2:21][C@@H:20]([NH:48][CH2:53][CH3:54])[CH2:19]3)=[O:17])[C:11]3[C:6](=[CH:7][CH:8]=[CH:9][CH:10]=3)[C:5]=2[CH:4]=[CH:3][CH:2]=1. (3) Given the reactants Cl[CH2:2][C:3]1[CH:8]=[CH:7][CH:6]=[C:5]([O:9][CH3:10])[C:4]=1[F:11].[C-:12]#[N:13].[Na+], predict the reaction product. The product is: [F:11][C:4]1[C:5]([O:9][CH3:10])=[CH:6][CH:7]=[CH:8][C:3]=1[CH2:2][C:12]#[N:13]. (4) Given the reactants [C:1]([O:5][C:6]([NH:8][C:9]1([C:15]([OH:17])=O)[CH2:11][CH:10]1[CH:12]([F:14])[F:13])=[O:7])([CH3:4])([CH3:3])[CH3:2].C1N=CN(C(N2C=NC=C2)=O)C=1.[CH:30]1([S:33]([NH2:36])(=[O:35])=[O:34])[CH2:32][CH2:31]1.C1CCN2C(=NCCC2)CC1, predict the reaction product. The product is: [CH:30]1([S:33]([NH:36][C:15]([C:9]2([NH:8][C:6](=[O:7])[O:5][C:1]([CH3:2])([CH3:3])[CH3:4])[CH2:11][CH:10]2[CH:12]([F:13])[F:14])=[O:17])(=[O:35])=[O:34])[CH2:32][CH2:31]1. (5) Given the reactants Cl.[CH:2]1([N:5]2[CH2:10][C:9]3([CH2:15][CH2:14][NH:13][CH2:12][CH2:11]3)[O:8][CH2:7][C:6]2=[O:16])[CH2:4][CH2:3]1.C(N(CC)CC)C.[Br:24][C:25]1[CH:30]=[CH:29][C:28]([S:31](Cl)(=[O:33])=[O:32])=[C:27]([F:35])[CH:26]=1, predict the reaction product. The product is: [Br:24][C:25]1[CH:30]=[CH:29][C:28]([S:31]([N:13]2[CH2:12][CH2:11][C:9]3([O:8][CH2:7][C:6](=[O:16])[N:5]([CH:2]4[CH2:4][CH2:3]4)[CH2:10]3)[CH2:15][CH2:14]2)(=[O:32])=[O:33])=[C:27]([F:35])[CH:26]=1. (6) Given the reactants [CH:1]1[C:6]([OH:7])=[CH:5][CH:4]=[C:3]([Br:8])[CH:2]=1.C(=O)([O-])[O-].[K+].[K+].[CH2:15](Cl)[C:16]1[CH:21]=[CH:20][CH:19]=[CH:18][CH:17]=1.O, predict the reaction product. The product is: [CH2:15]([O:7][C:6]1[CH:5]=[CH:4][C:3]([Br:8])=[CH:2][CH:1]=1)[C:16]1[CH:21]=[CH:20][CH:19]=[CH:18][CH:17]=1. (7) Given the reactants [NH2:1][C:2]1[CH:11]=[CH:10][CH:9]=[C:8]2[C:3]=1[CH:4]=[CH:5][C:6]([OH:12])=[CH:7]2.[H-].[Na+].I[C:16]1[CH:21]=[CH:20][N:19]=[C:18]2[NH:22][N:23]=[CH:24][C:17]=12, predict the reaction product. The product is: [NH:22]1[C:18]2=[N:19][CH:20]=[CH:21][C:16]([O:12][C:6]3[CH:7]=[C:8]4[C:3](=[CH:4][CH:5]=3)[C:2]([NH2:1])=[CH:11][CH:10]=[CH:9]4)=[C:17]2[CH:24]=[N:23]1. (8) Given the reactants CCN(C(C)C)C(C)C.[F:10][C:11]1[CH:20]=[C:19]2[C:14]([C:15]([OH:29])=[C:16]([C:24](OCC)=[O:25])[C:17](=[O:23])[C:18]2([CH3:22])[CH3:21])=[CH:13][CH:12]=1.Cl.[C:31]([O:35][C:36](=[O:39])[CH2:37][NH2:38])([CH3:34])([CH3:33])[CH3:32], predict the reaction product. The product is: [F:10][C:11]1[CH:20]=[C:19]2[C:14]([C:15]([OH:29])=[C:16]([C:24]([NH:38][CH2:37][C:36]([O:35][C:31]([CH3:34])([CH3:33])[CH3:32])=[O:39])=[O:25])[C:17](=[O:23])[C:18]2([CH3:22])[CH3:21])=[CH:13][CH:12]=1. (9) Given the reactants Cl.C[N:3](C)CCCN=C=NCC.[C:13]([O:17][C:18]([NH:20][C:21]([CH3:35])([CH3:34])[CH2:22][C:23]1[N:27]([CH2:28][CH2:29][CH3:30])[N:26]=[C:25]([C:31](O)=[O:32])[CH:24]=1)=[O:19])([CH3:16])([CH3:15])[CH3:14].ON1C2C=CC=CC=2N=N1.[OH-].[NH4+], predict the reaction product. The product is: [NH2:3][C:31]([C:25]1[CH:24]=[C:23]([CH2:22][C:21]([NH:20][C:18](=[O:19])[O:17][C:13]([CH3:16])([CH3:15])[CH3:14])([CH3:35])[CH3:34])[N:27]([CH2:28][CH2:29][CH3:30])[N:26]=1)=[O:32]. (10) Given the reactants [F:1][C:2]1[CH:10]=[C:9]([F:11])[C:8]([F:12])=[CH:7][C:3]=1[C:4](O)=[O:5].S(Cl)([Cl:15])=O, predict the reaction product. The product is: [F:1][C:2]1[CH:10]=[C:9]([F:11])[C:8]([F:12])=[CH:7][C:3]=1[C:4]([Cl:15])=[O:5].